Dataset: Full USPTO retrosynthesis dataset with 1.9M reactions from patents (1976-2016). Task: Predict the reactants needed to synthesize the given product. (1) Given the product [CH2:1]([O:3][C:4]([N:6]1[CH2:13][CH:12]2[CH:8]([CH:9]([CH3:18])[C:10]3[C:16]([CH3:17])=[C:15]([Cl:20])[S:14][C:11]=32)[CH2:7]1)=[O:5])[CH3:2], predict the reactants needed to synthesize it. The reactants are: [CH2:1]([O:3][C:4]([N:6]1[CH2:13][CH:12]2[CH:8]([CH:9]([CH3:18])[C:10]3[C:16]([CH3:17])=[CH:15][S:14][C:11]=32)[CH2:7]1)=[O:5])[CH3:2].C(Cl)(Cl)[Cl:20]. (2) Given the product [C:20]([O:24][C:25](=[O:26])[N:27]([CH2:29][C:30](=[O:31])[N:12]([CH2:11][C:10]1[CH:17]=[CH:18][CH:19]=[C:8]([C:6]2[CH:5]=[CH:4][N:3]=[C:2]([Cl:1])[N:7]=2)[CH:9]=1)[CH:13]([CH3:16])[CH2:14][OH:15])[CH3:28])([CH3:23])([CH3:21])[CH3:22], predict the reactants needed to synthesize it. The reactants are: [Cl:1][C:2]1[N:7]=[C:6]([C:8]2[CH:9]=[C:10]([CH:17]=[CH:18][CH:19]=2)[CH2:11][NH:12][C@@H:13]([CH3:16])[CH2:14][OH:15])[CH:5]=[CH:4][N:3]=1.[C:20]([O:24][C:25]([N:27]([CH2:29][C:30](O)=[O:31])[CH3:28])=[O:26])([CH3:23])([CH3:22])[CH3:21]. (3) Given the product [Br:6][C:7]1[CH:14]=[CH:13][CH:12]=[C:11]([F:15])[C:8]=1[C:9](=[O:10])[CH:1]([CH3:3])[CH3:2], predict the reactants needed to synthesize it. The reactants are: [CH:1]([Mg]Cl)([CH3:3])[CH3:2].[Br:6][C:7]1[CH:14]=[CH:13][CH:12]=[C:11]([F:15])[C:8]=1[CH:9]=[O:10].[NH4+].[Cl-]. (4) Given the product [C:15]([O:14][C:12]([N:3]1[CH2:4][CH2:5][C@H:6]([C:8]([OH:10])=[O:9])[CH2:7][C@@H:2]1[CH3:1])=[O:13])([CH3:18])([CH3:16])[CH3:17], predict the reactants needed to synthesize it. The reactants are: [CH3:1][C@H:2]1[CH2:7][C@@H:6]([C:8]([O:10]C)=[O:9])[CH2:5][CH2:4][N:3]1[C:12]([O:14][C:15]([CH3:18])([CH3:17])[CH3:16])=[O:13].[OH-].[Li+]. (5) The reactants are: C(OC(=O)[NH:7][CH:8]([C:26]1[CH:31]=[CH:30][C:29]([C:32]#[N:33])=[CH:28][C:27]=1[Br:34])[C:9]1[C:13](=[O:14])[CH2:12][CH2:11][C:10]=1[NH:15][C:16]1[CH:21]=[CH:20][N:19]=[C:18]([C:22]([F:25])([F:24])[F:23])[CH:17]=1)(C)(C)C.[ClH:36]. Given the product [ClH:36].[NH2:7][CH:8]([C:9]1[C:13](=[O:14])[CH2:12][CH2:11][C:10]=1[NH:15][C:16]1[CH:21]=[CH:20][N:19]=[C:18]([C:22]([F:25])([F:24])[F:23])[CH:17]=1)[C:26]1[CH:31]=[CH:30][C:29]([C:32]#[N:33])=[CH:28][C:27]=1[Br:34], predict the reactants needed to synthesize it. (6) Given the product [C:1]([O:5][C:6](=[O:20])[NH:7][CH2:8][C:9]1[CH:14]=[CH:13][C:12]([F:15])=[CH:11][C:10]=1[CH2:16][NH2:17])([CH3:4])([CH3:2])[CH3:3], predict the reactants needed to synthesize it. The reactants are: [C:1]([O:5][C:6](=[O:20])[NH:7][CH2:8][C:9]1[CH:14]=[CH:13][C:12]([F:15])=[CH:11][C:10]=1[CH2:16][N:17]=[N+]=[N-])([CH3:4])([CH3:3])[CH3:2].C(S)CCS. (7) Given the product [Cl:21][CH2:2][C:3]1[CH:18]=[CH:17][C:6]([O:7][CH2:8][CH2:9][CH2:10][N:11]2[CH2:16][CH2:15][CH2:14][CH2:13][CH2:12]2)=[CH:5][CH:4]=1, predict the reactants needed to synthesize it. The reactants are: O[CH2:2][C:3]1[CH:18]=[CH:17][C:6]([O:7][CH2:8][CH2:9][CH2:10][N:11]2[CH2:16][CH2:15][CH2:14][CH2:13][CH2:12]2)=[CH:5][CH:4]=1.S(Cl)([Cl:21])=O. (8) Given the product [CH3:36][N:14]([C@@H:11]1[CH2:12][CH2:13][NH:9][CH2:10]1)[C:15](=[O:35])[CH2:16][CH2:17][CH2:18][CH2:19][CH:20]([C:21]1[CH:22]=[CH:23][C:24]([F:27])=[CH:25][CH:26]=1)[C:28]1[CH:29]=[CH:30][C:31]([F:34])=[CH:32][CH:33]=1, predict the reactants needed to synthesize it. The reactants are: C([N:9]1[CH2:13][CH2:12][CH:11]([N:14]([CH3:36])[C:15](=[O:35])[CH2:16][CH2:17][CH2:18][CH2:19][CH:20]([C:28]2[CH:33]=[CH:32][C:31]([F:34])=[CH:30][CH:29]=2)[C:21]2[CH:26]=[CH:25][C:24]([F:27])=[CH:23][CH:22]=2)[CH2:10]1)(=O)C1C=CC=CC=1. (9) Given the product [CH:14]([NH:13][C:11]([C:10]1[C:4]2[C:5](=[N:6][CH:7]=[C:2]([C:28]3[C:29]4[C:34](=[CH:33][CH:32]=[C:31]([O:35][C:36]([F:37])([F:39])[F:38])[CH:30]=4)[N:26]([CH3:25])[N:27]=3)[N:3]=2)[N:8]([CH2:17][O:18][CH2:19][CH2:20][Si:21]([CH3:24])([CH3:23])[CH3:22])[CH:9]=1)=[O:12])([CH3:16])[CH3:15], predict the reactants needed to synthesize it. The reactants are: Br[C:2]1[N:3]=[C:4]2[C:10]([C:11]([NH:13][CH:14]([CH3:16])[CH3:15])=[O:12])=[CH:9][N:8]([CH2:17][O:18][CH2:19][CH2:20][Si:21]([CH3:24])([CH3:23])[CH3:22])[C:5]2=[N:6][CH:7]=1.[CH3:25][N:26]1[C:34]2[C:29](=[CH:30][C:31]([O:35][C:36]([F:39])([F:38])[F:37])=[CH:32][CH:33]=2)[C:28]([Sn](CCCC)(CCCC)CCCC)=[N:27]1.